Dataset: Full USPTO retrosynthesis dataset with 1.9M reactions from patents (1976-2016). Task: Predict the reactants needed to synthesize the given product. (1) Given the product [C:10]1([NH:9][C:2]#[N:3])[CH:15]=[CH:14][CH:13]=[CH:12][CH:11]=1, predict the reactants needed to synthesize it. The reactants are: Br[C:2]#[N:3].CC([O-])=O.[K+].[NH2:9][C:10]1[CH:15]=[CH:14][CH:13]=[CH:12][CH:11]=1. (2) Given the product [C:4]([O:8][C:9]([NH:11][CH2:12][C:13]1([C:28]([OH:30])=[O:29])[CH2:14][CH2:15][N:16]([C:19]2[C:20]3[CH:27]=[CH:26][NH:25][C:21]=3[N:22]=[CH:23][N:24]=2)[CH2:17][CH2:18]1)=[O:10])([CH3:7])([CH3:5])[CH3:6], predict the reactants needed to synthesize it. The reactants are: O.[OH-].[Li+].[C:4]([O:8][C:9]([NH:11][CH2:12][C:13]1([C:28]([O:30]CC)=[O:29])[CH2:18][CH2:17][N:16]([C:19]2[C:20]3[CH:27]=[CH:26][NH:25][C:21]=3[N:22]=[CH:23][N:24]=2)[CH2:15][CH2:14]1)=[O:10])([CH3:7])([CH3:6])[CH3:5]. (3) The reactants are: [CH2:1]=[CH:2][CH:3]=[CH2:4].[CH2:5]=[CH:6][C:7]1[CH:12]=[CH:11][CH:10]=[CH:9][CH:8]=1.[C:13](#[N:16])[CH:14]=[CH2:15].C([O-])(=O)CCCCCCC/C=C\CCCCCCCC.[K+].O=C[C@@H]([C@H]([C@@H]([C@@H](CO)O)O)O)O.[O-]P(OP([O-])([O-])=O)(=O)[O-].[Na+].[Na+].[Na+].[Na+].S(=O)(=O)(O)O. Given the product [CH2:5]=[CH:6][C:7]1[CH:12]=[CH:11][CH:10]=[CH:9][CH:8]=1.[CH2:1]=[CH:2][CH:3]=[CH2:4].[C:13](#[N:16])[CH:14]=[CH2:15], predict the reactants needed to synthesize it. (4) Given the product [CH2:1]([O:8][C:9]([N:11]1[CH2:15][CH2:14][CH2:13][C@H:12]1[C:16]1[N:20]=[C:21]2[C:26]([Br:27])=[C:25]([CH3:28])[CH:24]=[CH:23][N:22]2[CH:17]=1)=[O:10])[C:2]1[CH:3]=[CH:4][CH:5]=[CH:6][CH:7]=1, predict the reactants needed to synthesize it. The reactants are: [CH2:1]([O:8][C:9]([N:11]1[CH2:15][CH2:14][CH2:13][C@H:12]1[C:16](=O)[CH2:17]Br)=[O:10])[C:2]1[CH:7]=[CH:6][CH:5]=[CH:4][CH:3]=1.[NH2:20][C:21]1[C:26]([Br:27])=[C:25]([CH3:28])[CH:24]=[CH:23][N:22]=1. (5) Given the product [CH3:23][C:12]1([C:10]#[N:11])[CH2:18][CH2:19][C:20](=[O:22])[CH2:21][C:13]1=[O:15], predict the reactants needed to synthesize it. The reactants are: C(O)C.CC(C)([O-])C.[K+].[C:10]([C:12]([CH3:23])([CH2:18][CH2:19][C:20](=[O:22])[CH3:21])[C:13]([O:15]CC)=O)#[N:11]. (6) Given the product [F:1][C:2]1[C:3]([O:10][CH3:11])=[CH:4][C:5]([CH3:9])=[C:6]([NH:7][C:12](=[O:13])[O:14][C:15]([CH3:18])([CH3:17])[CH3:16])[CH:8]=1, predict the reactants needed to synthesize it. The reactants are: [F:1][C:2]1[C:3]([O:10][CH3:11])=[CH:4][C:5]([CH3:9])=[C:6]([CH:8]=1)[NH2:7].[C:12](O[C:12]([O:14][C:15]([CH3:18])([CH3:17])[CH3:16])=[O:13])([O:14][C:15]([CH3:18])([CH3:17])[CH3:16])=[O:13]. (7) The reactants are: [P:1]([O-:12])([O:7][C:8]([CH3:11])([CH3:10])[CH3:9])[O:2][C:3]([CH3:6])([CH3:5])[CH3:4].[H-].[Na+].[CH2:15]([O:22][C:23]1[C:24]([CH3:32])=[N:25][CH:26]=[C:27]([CH3:31])[C:28]=1[CH:29]=[O:30])[C:16]1[CH:21]=[CH:20][CH:19]=[CH:18][CH:17]=1. Given the product [C:3]([O:2][P:1]([CH:29]([C:28]1[C:27]([CH3:31])=[CH:26][N:25]=[C:24]([CH3:32])[C:23]=1[O:22][CH2:15][C:16]1[CH:21]=[CH:20][CH:19]=[CH:18][CH:17]=1)[OH:30])(=[O:12])[O:7][C:8]([CH3:11])([CH3:10])[CH3:9])([CH3:5])([CH3:6])[CH3:4], predict the reactants needed to synthesize it. (8) Given the product [Br:1][C:2]1[C:3](=[O:47])[N:4]([CH2:38][C:39]2[CH:44]=[CH:43][C:42]([O:45][CH3:46])=[CH:41][CH:40]=2)[C:5]([CH3:37])=[CH:6][C:7]=1[O:8][CH2:9][C:10]1[CH:36]=[CH:35][CH:34]=[CH:33][C:11]=1[CH2:12][NH:13][C:14]([NH:16][C:17]1[N:21]([C:22]2[CH:27]=[CH:26][CH:25]=[C:24]([Cl:83])[CH:23]=2)[N:20]=[C:19]([C:29]([CH3:32])([CH3:31])[CH3:30])[CH:18]=1)=[O:15], predict the reactants needed to synthesize it. The reactants are: [Br:1][C:2]1[C:3](=[O:47])[N:4]([CH2:38][C:39]2[CH:44]=[CH:43][C:42]([O:45][CH3:46])=[CH:41][CH:40]=2)[C:5]([CH3:37])=[CH:6][C:7]=1[O:8][CH2:9][C:10]1[CH:36]=[CH:35][CH:34]=[CH:33][C:11]=1[CH2:12][NH:13][C:14]([NH:16][C:17]1[N:21]([C:22]2[CH:27]=[CH:26][CH:25]=[C:24](F)[CH:23]=2)[N:20]=[C:19]([C:29]([CH3:32])([CH3:31])[CH3:30])[CH:18]=1)=[O:15].C(N(CC)CC)C.C(C1C=C(NC(=O)OC2C=CC([N+]([O-])=O)=CC=2)N(C2C=CC=C([Cl:83])C=2)N=1)(C)(C)C. (9) Given the product [Br:1][C:2]1[C:3]([CH2:4][OH:5])=[CH:7][CH:8]=[C:9]([Br:11])[N:10]=1, predict the reactants needed to synthesize it. The reactants are: [Br:1][C:2]1[N:10]=[C:9]([Br:11])[CH:8]=[CH:7][C:3]=1[C:4](O)=[O:5].C(N(CC)CC)C.ClC(OCC)=O.